From a dataset of Full USPTO retrosynthesis dataset with 1.9M reactions from patents (1976-2016). Predict the reactants needed to synthesize the given product. (1) Given the product [CH3:1][O:2][C:3]1[C:4]([C:10]([NH2:14])=[O:12])=[N:5][CH:6]=[C:7]([CH3:9])[N:8]=1, predict the reactants needed to synthesize it. The reactants are: [CH3:1][O:2][C:3]1[C:4]([C:10]([O:12]C)=O)=[N:5][CH:6]=[C:7]([CH3:9])[N:8]=1.[NH3:14]. (2) Given the product [CH3:13][C:1]1([C:4]2[CH:5]=[CH:6][C:7]([CH:8]=[O:9])=[CH:10][CH:11]=2)[CH2:2][CH2:3]1, predict the reactants needed to synthesize it. The reactants are: [CH:1]1([C:4]2[CH:11]=[CH:10][C:7]([CH:8]=[O:9])=[CH:6][CH:5]=2)[CH2:3][CH2:2]1.Br[C:13]1C=CC(C2(C)CC2)=CC=1.[Li]CCCC.CN(C=O)C. (3) Given the product [C:12]([C:15]1[S:19][C:18]([C:2]2[CH:3]=[C:4]([S:8]([NH2:11])(=[O:10])=[O:9])[CH:5]=[CH:6][CH:7]=2)=[CH:17][CH:16]=1)(=[O:14])[CH3:13], predict the reactants needed to synthesize it. The reactants are: Br[C:2]1[CH:3]=[C:4]([S:8]([NH2:11])(=[O:10])=[O:9])[CH:5]=[CH:6][CH:7]=1.[C:12]([C:15]1[S:19][C:18](B(O)O)=[CH:17][CH:16]=1)(=[O:14])[CH3:13].[F-].[K+]. (4) Given the product [CH2:23]([N:25]([CH2:26][CH3:27])[C:16]([C:12]1[CH:13]=[CH:14][C:15]2[C:2](=[O:1])[C:3]3[C:8]([O:9][C:10]=2[CH:11]=1)=[CH:7][CH:6]=[CH:5][CH:4]=3)=[O:18])[CH3:24], predict the reactants needed to synthesize it. The reactants are: [O:1]=[C:2]1[C:15]2[CH:14]=[CH:13][C:12]([C:16]([OH:18])=O)=[CH:11][C:10]=2[O:9][C:8]2[C:3]1=[CH:4][CH:5]=[CH:6][CH:7]=2.S(Cl)(Cl)=O.[CH2:23]([NH:25][CH2:26][CH3:27])[CH3:24]. (5) Given the product [F:42][C:2]1([F:1])[CH2:3][CH2:4][CH:5]([N:8]([CH2:38][CH:39]([CH3:40])[CH3:41])[C:9]2[C:14]([NH:15][C:16]([NH:18][C:19]3[CH:20]=[CH:21][C:22]([CH3:25])=[CH:23][CH:24]=3)=[O:17])=[CH:13][C:12]([C:26]3[C:27]([C:33]([OH:35])=[O:34])=[CH:28][CH:29]=[C:30]([F:32])[CH:31]=3)=[C:11]([F:37])[CH:10]=2)[CH2:6][CH2:7]1, predict the reactants needed to synthesize it. The reactants are: [F:1][C:2]1([F:42])[CH2:7][CH2:6][CH:5]([N:8]([CH2:38][CH:39]([CH3:41])[CH3:40])[C:9]2[C:14]([NH:15][C:16]([NH:18][C:19]3[CH:24]=[CH:23][C:22]([CH3:25])=[CH:21][CH:20]=3)=[O:17])=[CH:13][C:12]([C:26]3[C:27]([C:33]([O:35]C)=[O:34])=[CH:28][CH:29]=[C:30]([F:32])[CH:31]=3)=[C:11]([F:37])[CH:10]=2)[CH2:4][CH2:3]1.[OH-].[Li+]. (6) The reactants are: Br[CH:2]1[CH2:6][CH2:5][N:4]([C:7]2[CH:12]=[CH:11][C:10]([N:13]([CH3:28])[C:14](=[O:27])[C:15]3[CH:20]=[CH:19][C:18]([CH:21]4[CH2:26][CH2:25][CH2:24][CH2:23][CH2:22]4)=[CH:17][CH:16]=3)=[CH:9][CH:8]=2)[C:3]1=[O:29].[NH:30]1[CH2:35][CH2:34][O:33][CH2:32][CH2:31]1. Given the product [CH:21]1([C:18]2[CH:19]=[CH:20][C:15]([C:14]([N:13]([CH3:28])[C:10]3[CH:11]=[CH:12][C:7]([N:4]4[CH2:5][CH2:6][CH:2]([N:30]5[CH2:35][CH2:34][O:33][CH2:32][CH2:31]5)[C:3]4=[O:29])=[CH:8][CH:9]=3)=[O:27])=[CH:16][CH:17]=2)[CH2:26][CH2:25][CH2:24][CH2:23][CH2:22]1, predict the reactants needed to synthesize it. (7) The reactants are: Cl[C:2]1[CH:3]=[CH:4][C:5]2[C:14]3[C:9](=[CH:10][N:11]=[CH:12][CH:13]=3)[C:8](=[O:15])[N:7]([CH:16]([CH3:18])[CH3:17])[C:6]=2[CH:19]=1.C(=O)([O-])[O-].[Cs+].[Cs+].[C:26]([NH:33][C@H:34]([CH2:39][OH:40])[CH2:35][CH:36]([CH3:38])[CH3:37])([O:28][C:29]([CH3:32])([CH3:31])[CH3:30])=[O:27]. Given the product [CH:16]([N:7]1[C:6]2[CH:19]=[C:2]([O:40][CH2:39][C@@H:34]([NH:33][C:26](=[O:27])[O:28][C:29]([CH3:30])([CH3:32])[CH3:31])[CH2:35][CH:36]([CH3:38])[CH3:37])[CH:3]=[CH:4][C:5]=2[C:14]2[C:9](=[CH:10][N:11]=[CH:12][CH:13]=2)[C:8]1=[O:15])([CH3:18])[CH3:17], predict the reactants needed to synthesize it.